This data is from Full USPTO retrosynthesis dataset with 1.9M reactions from patents (1976-2016). The task is: Predict the reactants needed to synthesize the given product. Given the product [Cl:57][C:55]1[CH:56]=[CH:33][CH:34]=[CH:35][C:36]=1[O:37][CH2:38][C:39]1[C:43]2[CH:44]=[N:45][C:46]([C:48]([NH:21][OH:22])=[O:49])=[CH:47][C:42]=2[N:41]([CH2:53][CH3:54])[CH:40]=1, predict the reactants needed to synthesize it. The reactants are: C(OCC1C2C(=CN=C(C([NH:21][OH:22])=O)C=2)N(CC2C=CC(F)=CC=2F)C=1)C1C=CC=CC=1.Cl[C:33]1[CH:56]=[CH:55][C:36]([O:37][CH2:38][C:39]2[C:43]3[CH:44]=[N:45][C:46]([C:48](OCC)=[O:49])=[CH:47][C:42]=3[N:41]([CH2:53][CH3:54])[CH:40]=2)=[CH:35][CH:34]=1.[Cl:57]C1C=CC(O)=C(C=1)CC1C2C=NC(C(OCC)=O)=CC=2N(CC)C=1.